Predict which catalyst facilitates the given reaction. From a dataset of Catalyst prediction with 721,799 reactions and 888 catalyst types from USPTO. (1) Reactant: [C:1]([OH:8])(=[O:7])[CH2:2][CH2:3][C:4]([CH3:6])=O.Cl.[CH3:10][O:11][C:12]1[CH:17]=[CH:16][C:15]([N:18]([C:20](=[O:27])[C:21]2[CH:26]=[CH:25][CH:24]=[CH:23][CH:22]=2)N)=[CH:14][CH:13]=1. Product: [C:20]([N:18]1[C:15]2[C:14](=[CH:13][C:12]([O:11][CH3:10])=[CH:17][CH:16]=2)[C:3]([CH2:2][C:1]([OH:8])=[O:7])=[C:4]1[CH3:6])(=[O:27])[C:21]1[CH:22]=[CH:23][CH:24]=[CH:25][CH:26]=1. The catalyst class is: 15. (2) Reactant: [C:1]([C:3]1([OH:10])[CH2:8][CH2:7][N:6]([CH3:9])[CH2:5][CH2:4]1)#[CH:2].[CH3:11][CH2:12][CH2:13][CH2:14][SnH:15]([CH2:20][CH2:21][CH2:22][CH3:23])[CH2:16][CH2:17][CH2:18][CH3:19]. Product: [CH3:9][N:6]1[CH2:7][CH2:8][C:3](/[CH:1]=[CH:2]/[Sn:15]([CH2:16][CH2:17][CH2:18][CH3:19])([CH2:20][CH2:21][CH2:22][CH3:23])[CH2:14][CH2:13][CH2:12][CH3:11])([OH:10])[CH2:4][CH2:5]1. The catalyst class is: 516.